Binary Classification. Given a drug SMILES string, predict its activity (active/inactive) in a high-throughput screening assay against a specified biological target. From a dataset of KCNQ2 potassium channel screen with 302,405 compounds. The drug is Brc1c(COC(=O)c2cc3nc(c(nc3cc2)C)C)cccc1. The result is 0 (inactive).